Dataset: Merck oncology drug combination screen with 23,052 pairs across 39 cell lines. Task: Regression. Given two drug SMILES strings and cell line genomic features, predict the synergy score measuring deviation from expected non-interaction effect. (1) Cell line: COLO320DM. Drug 1: O=C(O)C1(Cc2cccc(Nc3nccs3)n2)CCC(Oc2cccc(Cl)c2F)CC1. Synergy scores: synergy=8.55. Drug 2: COC1CC2CCC(C)C(O)(O2)C(=O)C(=O)N2CCCCC2C(=O)OC(C(C)CC2CCC(OP(C)(C)=O)C(OC)C2)CC(=O)C(C)C=C(C)C(O)C(OC)C(=O)C(C)CC(C)C=CC=CC=C1C. (2) Drug 1: COc1cccc2c1C(=O)c1c(O)c3c(c(O)c1C2=O)CC(O)(C(=O)CO)CC3OC1CC(N)C(O)C(C)O1. Drug 2: O=C(O)C1(Cc2cccc(Nc3nccs3)n2)CCC(Oc2cccc(Cl)c2F)CC1. Cell line: A375. Synergy scores: synergy=-5.05. (3) Drug 1: Cn1nnc2c(C(N)=O)ncn2c1=O. Drug 2: CC1(c2nc3c(C(N)=O)cccc3[nH]2)CCCN1. Cell line: PA1. Synergy scores: synergy=43.1.